Dataset: Reaction yield outcomes from USPTO patents with 853,638 reactions. Task: Predict the reaction yield, written as a fraction of the theoretical maximum amount of product (1.0 means a 100% yield; for example, 0.34 means a 34% yield). (1) The reactants are CS(O[CH2:6][CH2:7][C:8]1[C:9]([C:29]([F:32])([F:31])[F:30])=[N:10][N:11]([CH2:13][C:14]([NH:16][C:17]2[S:21][C:20]3[CH2:22][CH2:23][CH2:24][CH2:25][C:19]=3[C:18]=2[C:26](=[O:28])[NH2:27])=[O:15])[CH:12]=1)(=O)=O.[CH3:33][NH2:34].C(O)=O. The catalyst is CN(C=O)C. The product is [CH3:33][NH:34][CH2:6][CH2:7][C:8]1[C:9]([C:29]([F:30])([F:32])[F:31])=[N:10][N:11]([CH2:13][C:14]([NH:16][C:17]2[S:21][C:20]3[CH2:22][CH2:23][CH2:24][CH2:25][C:19]=3[C:18]=2[C:26]([NH2:27])=[O:28])=[O:15])[CH:12]=1. The yield is 0.120. (2) The reactants are Br[C:2]1[C:3]2[N:4]([CH:18]=[CH:19][N:20]=2)[CH:5]=[C:6]([C:8]2[CH:13]=[CH:12][C:11]([C:14]([F:17])([F:16])[F:15])=[CH:10][CH:9]=2)[CH:7]=1.[CH:21]1(B(O)O)[CH2:23][CH2:22]1.P([O-])([O-])([O-])=O.[K+].[K+].[K+].[C:35]1(C)C=CC=C[CH:36]=1. The catalyst is C1(P(C2CCCCC2)C2CCCCC2)CCCCC1.O. The product is [CH:21]1([C:2]2[C:3]3[N:4]([C:18]([C:35]#[CH:36])=[CH:19][N:20]=3)[CH:5]=[C:6]([C:8]3[CH:13]=[CH:12][C:11]([C:14]([F:17])([F:16])[F:15])=[CH:10][CH:9]=3)[CH:7]=2)[CH2:23][CH2:22]1. The yield is 0.670. (3) The reactants are Cl.[CH3:2][NH:3][C:4](=[O:12])[C@H:5](C(=O)OC)[NH:6][CH3:7].[CH3:13]CN=C=NCCCN(C)C.Cl.C1C=CC2N(O)N=NC=2C=1.CCN(C(C)C)C(C)C.[N:44]1([CH2:50][CH2:51][CH2:52][O:53][C:54]2[CH:59]=[CH:58][C:57]([C:60]3[CH:65]=[CH:64][C:63]([C:66]([OH:68])=O)=[CH:62][CH:61]=3)=[CH:56][CH:55]=2)[CH2:49][CH2:48][O:47][CH2:46][CH2:45]1.[C:69](=[O:72])([O-])[OH:70].[Na+]. The catalyst is CN(C=O)C.O. The product is [CH3:13][O:70][C:69](=[O:72])[CH:5]([N:6]([CH3:7])[C:66]([C:63]1[CH:64]=[CH:65][C:60]([C:57]2[CH:56]=[CH:55][C:54]([O:53][CH2:52][CH2:51][CH2:50][N:44]3[CH2:49][CH2:48][O:47][CH2:46][CH2:45]3)=[CH:59][CH:58]=2)=[CH:61][CH:62]=1)=[O:68])[C:4]([NH:3][CH3:2])=[O:12]. The yield is 0.230.